Regression. Given two drug SMILES strings and cell line genomic features, predict the synergy score measuring deviation from expected non-interaction effect. From a dataset of NCI-60 drug combinations with 297,098 pairs across 59 cell lines. (1) Cell line: RPMI-8226. Synergy scores: CSS=46.3, Synergy_ZIP=-4.21, Synergy_Bliss=-15.7, Synergy_Loewe=-56.7, Synergy_HSA=-18.0. Drug 2: CC=C1C(=O)NC(C(=O)OC2CC(=O)NC(C(=O)NC(CSSCCC=C2)C(=O)N1)C(C)C)C(C)C. Drug 1: CCCS(=O)(=O)NC1=C(C(=C(C=C1)F)C(=O)C2=CNC3=C2C=C(C=N3)C4=CC=C(C=C4)Cl)F. (2) Drug 1: CCCS(=O)(=O)NC1=C(C(=C(C=C1)F)C(=O)C2=CNC3=C2C=C(C=N3)C4=CC=C(C=C4)Cl)F. Drug 2: CCN(CC)CCNC(=O)C1=C(NC(=C1C)C=C2C3=C(C=CC(=C3)F)NC2=O)C. Cell line: SF-539. Synergy scores: CSS=13.5, Synergy_ZIP=0.637, Synergy_Bliss=4.58, Synergy_Loewe=2.63, Synergy_HSA=4.58.